From a dataset of Full USPTO retrosynthesis dataset with 1.9M reactions from patents (1976-2016). Predict the reactants needed to synthesize the given product. (1) The reactants are: [CH:1]([C:4]1[CH:5]=[C:6](Br)[CH:7]=[C:8]([CH:10]([CH3:12])[CH3:11])[CH:9]=1)([CH3:3])[CH3:2].CN(C)CCN(C)C.C([Li])CCC.CCCCCC.[B:33](OC(C)C)([O:38]C(C)C)[O:34]C(C)C.Cl. Given the product [CH:1]([C:4]1[CH:5]=[C:6]([B:33]([OH:38])[OH:34])[CH:7]=[C:8]([CH:10]([CH3:12])[CH3:11])[CH:9]=1)([CH3:3])[CH3:2], predict the reactants needed to synthesize it. (2) Given the product [CH:14]1([C:29]2[C:30]([O:43][CH2:44][C:45]3([CH3:53])[CH2:50][CH2:49][C:48]([F:52])([F:51])[CH2:47][CH2:46]3)=[CH:31][C:32]([F:42])=[C:33]([CH:41]=2)[C:34]([O:36][C:37]([CH3:40])([CH3:39])[CH3:38])=[O:35])[CH2:6][CH2:5]1, predict the reactants needed to synthesize it. The reactants are: ClC1C(OCC2(C(F)(F)F)CCCCC2)=C[C:5](F)=[C:6]([CH:14]=1)C(OC(C)(C)C)=O.Cl[C:29]1[C:30]([O:43][CH2:44][C:45]2([CH3:53])[CH2:50][CH2:49][C:48]([F:52])([F:51])[CH2:47][CH2:46]2)=[CH:31][C:32]([F:42])=[C:33]([CH:41]=1)[C:34]([O:36][C:37]([CH3:40])([CH3:39])[CH3:38])=[O:35]. (3) Given the product [NH2:27][C:23]1[CH:22]=[C:21]([C:18]2[CH:17]=[CH:16][C:15]([C:13]([N:10]3[CH2:9][CH2:8][N:7]([C:5]([C:2]4([OH:1])[CH2:3][CH2:4]4)=[O:6])[CH2:12][CH2:11]3)=[O:14])=[CH:20][CH:19]=2)[CH:26]=[CH:25][CH:24]=1, predict the reactants needed to synthesize it. The reactants are: [OH:1][C:2]1([C:5]([N:7]2[CH2:12][CH2:11][N:10]([C:13]([C:15]3[CH:20]=[CH:19][C:18]([C:21]4[CH:26]=[CH:25][CH:24]=[C:23]([N+:27]([O-])=O)[CH:22]=4)=[CH:17][CH:16]=3)=[O:14])[CH2:9][CH2:8]2)=[O:6])[CH2:4][CH2:3]1.[Cl-].[NH4+]. (4) Given the product [F:49][C:50]1[C:58]2[O:57][CH:56]([CH:59]3[CH2:60][CH2:61][N:62]([C:65]4[N:70]=[CH:69][C:68]([CH2:71][CH2:72][CH3:73])=[CH:67][N:66]=4)[CH2:63][CH2:64]3)[CH2:55][C:54]=2[CH:53]=[C:52]([C:75]2[CH2:80][CH2:79][N:78]([C:81]([O:83][C:84]([CH3:85])([CH3:87])[CH3:86])=[O:82])[CH2:77][CH:76]=2)[CH:51]=1, predict the reactants needed to synthesize it. The reactants are: BrC1C=C(F)C2OC(C3CCN(C4N=CC(CCC)=CN=4)CC3)CC=2C=1.CC1(C)C(C)(C)OB(C2CCN(C(OC(C)(C)C)=O)CC=2)O1.[F:49][C:50]1[C:58]2[O:57][CH:56]([C:59]3(O)[CH2:64][CH2:63][N:62]([C:65]4[N:70]=[CH:69][C:68]([CH2:71][CH2:72][CH3:73])=[CH:67][N:66]=4)[CH2:61][CH2:60]3)[CH2:55][C:54]=2[CH:53]=[C:52]([C:75]2[CH2:80][CH2:79][N:78]([C:81]([O:83][C:84]([CH3:87])([CH3:86])[CH3:85])=[O:82])[CH2:77][CH:76]=2)[CH:51]=1.